This data is from Drug-target binding data from BindingDB using IC50 measurements. The task is: Regression. Given a target protein amino acid sequence and a drug SMILES string, predict the binding affinity score between them. We predict pIC50 (pIC50 = -log10(IC50 in M); higher means more potent). Dataset: bindingdb_ic50. (1) The small molecule is c1ccc(COc2ccccc2-c2nc3cccnc3o2)cc1. The target protein (Q8NHU3) has sequence MDIIETAKLEEHLENQPSDPTNTYARPAEPVEEENKNGNGKPKSLSSGLRKGTKKYPDYIQIAMPTESRNKFPLEWWKTGIAFIYAVFNLVLTTVMITVVHERVPPKELSPPLPDKFFDYIDRVKWAFSVSEINGIILVGLWITQWLFLRYKSIVGRRFCFIIGTLYLYRCITMYVTTLPVPGMHFQCAPKLNGDSQAKVQRILRLISGGGLSITGSHILCGDFLFSGHTVTLTLTYLFIKEYSPRHFWWYHLICWLLSAAGIICILVAHEHYTIDVIIAYYITTRLFWWYHSMANEKNLKVSSQTNFLSRAWWFPIFYFFEKNVQGSIPCCFSWPLSWPPGCFKSSCKKYSRVQKIGEDNEKST. The pIC50 is 7.8. (2) The small molecule is CCCCCCCCCCCCCCCC(=O)NC[C@H](NC(=O)CNC(=O)CCNc1ccc([N+](=O)[O-])c2nonc12)C(=O)N[C@H](C(=O)N[C@@H](CCCCN)C(=O)N[C@H](C(=O)N[C@@H](CCCCN)C(=O)N[C@@H](CCCCN)C(=O)O)[C@@H](C)CC)C(C)C. The target protein (P50897) has sequence MASPGCLWLLAVALLPWTCASRALQHLDPPAPLPLVIWHGMGDSCCNPLSMGAIKKMVEKKIPGIYVLSLEIGKTLMEDVENSFFLNVNSQVTTVCQALAKDPKLQQGYNAMGFSQGGQFLRAVAQRCPSPPMINLISVGGQHQGVFGLPRCPGESSHICDFIRKTLNAGAYSKVVQERLVQAEYWHDPIKEDVYRNHSIFLADINQERGINESYKKNLMALKKFVMVKFLNDSIVDPVDSEWFGFYRSGQAKETIPLQETSLYTQDRLGLKEMDNAGQLVFLATEGDHLQLSEEWFYAHIIPFLG. The pIC50 is 5.7. (3) The compound is O=C(Nc1ccc2[nH]nc(-c3ccncc3)c2c1)[C@H]1CCN(CC(=O)N2CCN(c3ccc(-c4ncccn4)cc3)CC2)C1. The target protein sequence is GECSQKGPVPFSHCLPTEKLQRCEKIGEGVFGEVFQTIADHTPVAIKIIAIEGPDLVNGSHQKTFEEILPEIIISKELSLLSGEVCNRTEGFIGLNSVHCVQGSYPPLLLKAWDHYNSTKGSANDRPDFFKDDQLFIVLEFEFGGIDLEQMRTKLSSLATAKSILHQLTASLAVAEASLRFEHRDLHWGNVLLKKTSLKKLHYTLNGKSSTIPSCGLQVSIIDYTLSRLERDGIVVFCDVSMDEDLFTGDGDYQFDIYRLMKKENNNRWGEYHPYSNVLWLHYLTDKMLKQMTFKTKCNTPAMKQIKRKIQEFHRTMLNFSSATDLLCQHSLFK. The pIC50 is 6.4. (4) The drug is COn1cc(C2=N[C@@](c3ccc(F)cc3)(c3ccc(F)nc3)[C@H](C)N2)ccc1=O. The target protein (Q15761) has sequence MDLELDEYYNKTLATENNTAATRNSDFPVWDDYKSSVDDLQYFLIGLYTFVSLLGFMGNLLILMALMKKRNQKTTVNFLIGNLAFSDILVVLFCSPFTLTSVLLDQWMFGKVMCHIMPFLQCVSVLVSTLILISIAIVRYHMIKHPISNNLTANHGYFLIATVWTLGFAICSPLPVFHSLVELQETFGSALLSSRYLCVESWPSDSYRIAFTISLLLVQYILPLVCLTVSHTSVCRSISCGLSNKENRLEENEMINLTLHPSKKSGPQVKLSGSHKWSYSFIKKHRRRYSKKTACVLPAPERPSQENHSRILPENFGSVRSQLSSSSKFIPGVPTCFEIKPEENSDVHELRVKRSVTRIKKRSRSVFYRLTILILVFAVSWMPLHLFHVVTDFNDNLISNRHFKLVYCICHLLGMMSCCLNPILYGFLNNGIKADLVSLIHCLHM. The pIC50 is 7.8.